Dataset: Full USPTO retrosynthesis dataset with 1.9M reactions from patents (1976-2016). Task: Predict the reactants needed to synthesize the given product. (1) Given the product [OH:43][C@H:42]([CH2:41][OH:40])[CH2:44][CH2:45][NH:46][C:25]([CH:17]1[CH:16]([C:28]2[CH:33]=[CH:32][CH:31]=[C:30]([F:34])[CH:29]=2)[C:15]([C:12]2[CH:13]=[CH:14][C:9]([Cl:8])=[CH:10][C:11]=2[F:37])([C:35]#[N:36])[CH:19]([CH2:20][C:21]([CH3:24])([CH3:23])[CH3:22])[NH:18]1)=[O:27], predict the reactants needed to synthesize it. The reactants are: FC(F)(F)C(O)=O.[Cl:8][C:9]1[CH:14]=[CH:13][C:12]([C:15]2([C:35]#[N:36])[CH:19]([CH2:20][C:21]([CH3:24])([CH3:23])[CH3:22])[NH:18][CH:17]([C:25]([OH:27])=O)[CH:16]2[C:28]2[CH:33]=[CH:32][CH:31]=[C:30]([F:34])[CH:29]=2)=[C:11]([F:37])[CH:10]=1.CC1(C)[O:43][C@@H:42]([CH2:44][CH2:45][NH2:46])[CH2:41][O:40]1.CN(C(ON1N=NC2C=CC=NC1=2)=[N+](C)C)C.F[P-](F)(F)(F)(F)F.CCN(C(C)C)C(C)C.Cl. (2) The reactants are: N1([CH2:8][CH2:9][N:10]2[CH2:15][CH2:14][CH:13]([NH:16][C:17]([C:19]3[NH:20][C:21]4[C:26]([CH:27]=3)=[C:25]([O:28][CH2:29][CH:30]([CH3:32])[CH3:31])[CH:24]=[CH:23][CH:22]=4)=[O:18])[CH2:12][CH2:11]2)CCCCCC1.CCN(C(C)C)C(C)C.NC1CCN(CC[OH:51])CC1.[OH-].[Na+].C1CN([P+](ON2N=NC3C2=CC=CC=3)(N2CCCC2)N2CCCC2)CC1.F[P-](F)(F)(F)(F)F. Given the product [OH:51][CH2:8][CH2:9][N:10]1[CH2:11][CH2:12][CH:13]([NH:16][C:17]([C:19]2[NH:20][C:21]3[C:26]([CH:27]=2)=[C:25]([O:28][CH2:29][CH:30]([CH3:31])[CH3:32])[CH:24]=[CH:23][CH:22]=3)=[O:18])[CH2:14][CH2:15]1, predict the reactants needed to synthesize it. (3) Given the product [Cl:1][C:2]1[CH:7]=[C:6]([S:8]([CH3:11])(=[O:9])=[O:10])[CH:5]=[CH:4][C:3]=1[C:12]([NH:22][C:20]1[O:21][C:17]([CH2:15][CH3:16])=[N:18][N:19]=1)=[O:14], predict the reactants needed to synthesize it. The reactants are: [Cl:1][C:2]1[CH:7]=[C:6]([S:8]([CH3:11])(=[O:10])=[O:9])[CH:5]=[CH:4][C:3]=1[C:12]([OH:14])=O.[CH2:15]([C:17]1[O:21][C:20]([NH2:22])=[N:19][N:18]=1)[CH3:16].C(P1(=O)OP(=O)(CCC)OP(=O)(CCC)O1)CC.C(N(CC)CC)C. (4) Given the product [SH:2][C:5]1[CH:6]=[C:7]([C:11]([N:13]([CH3:15])[CH3:14])=[O:12])[CH:8]=[N:9][CH:10]=1, predict the reactants needed to synthesize it. The reactants are: C[S-:2].[Na+].Br[C:5]1[CH:6]=[C:7]([C:11]([N:13]([CH3:15])[CH3:14])=[O:12])[CH:8]=[N:9][CH:10]=1. (5) The reactants are: [CH3:1][NH:2][CH:3]1[CH2:7][CH2:6][CH2:5][CH2:4]1.Cl[C:9]1[N:14]=[C:13]([N:15]2[CH2:20][CH2:19][CH:18]([C:21]3[CH:26]=[CH:25][C:24]([CH:27]([CH3:33])[C:28]([NH:30][CH2:31][CH3:32])=[O:29])=[CH:23][CH:22]=3)[CH2:17][CH2:16]2)[CH:12]=[CH:11][N:10]=1.CCN(C(C)C)C(C)C. Given the product [CH:3]1([N:2]([CH3:1])[C:9]2[N:14]=[C:13]([N:15]3[CH2:16][CH2:17][CH:18]([C:21]4[CH:26]=[CH:25][C:24]([CH:27]([CH3:33])[C:28]([NH:30][CH2:31][CH3:32])=[O:29])=[CH:23][CH:22]=4)[CH2:19][CH2:20]3)[CH:12]=[CH:11][N:10]=2)[CH2:7][CH2:6][CH2:5][CH2:4]1, predict the reactants needed to synthesize it. (6) Given the product [C:1]([O:5][C:6]([N:8]1[CH2:12][CH2:11][CH:10]([SH:13])[CH2:9]1)=[O:7])([CH3:4])([CH3:2])[CH3:3], predict the reactants needed to synthesize it. The reactants are: [C:1]([O:5][C:6]([N:8]1[CH2:12][CH2:11][CH:10]([S:13]C(=O)C)[CH2:9]1)=[O:7])([CH3:4])([CH3:3])[CH3:2].C[O-].[Na+].Cl.